From a dataset of Experimentally validated miRNA-target interactions with 360,000+ pairs, plus equal number of negative samples. Binary Classification. Given a miRNA mature sequence and a target amino acid sequence, predict their likelihood of interaction. (1) The miRNA is hsa-miR-149-5p with sequence UCUGGCUCCGUGUCUUCACUCCC. The protein sequence of the target gene is MFDGYDSCSEDTSSSSSSEESEEEVAPLPSNLPIIKNNGQVYTYPDGKSGMATCEMCGMVGVRDAFYSKTKRFCSVSCSRSYSSNSKKASILARLQGKPPTKKAKVLQKQPLVAKLAAYAQYQATLQNQAKTKAAVSMEGFSWGNYINSNSFIAAPVTCFKHAPMGTCWGDISENVRVEVPNTDCSLPTKVFWIAGIVKLAGYNALLRYEGFENDSGLDFWCNICGSDIHPVGWCAASGKPLVPPRTIQHKYTNWKAFLVKRLTGAKTLPPDFSQKVSESMQYPFKPCMRVEVVDKRHLC.... Result: 1 (interaction). (2) The miRNA is mmu-miR-466a-3p with sequence UAUACAUACACGCACACAUAAGA. The protein sequence of the target gene is MGWPPAQKPEDSKEEHGGPAQTDVCATQVSEEFPGSCADEVLSSGSISFSGELQSYSHTSESPVETKTPTTSSEEQDEQSELSLLQKDENKLSEMWINHLKSKEIHSERSQPDRRLPPEIPKESAEELDALQSFCTKKVNLIHQRQDLRAKKSNRPKRLQLRWIAETSEVDAFNCTIPDELWNRIYLENTRATLAYIGAITQHISSQCPSCNSKRAELAQSDFLRRRKTLLQSLLLQEKIDEHLHTTDFLTRVGEAHQGFPRLSDDPRIIWKRLTEKMLKGSSGFGRAYSKQV. Result: 1 (interaction). (3) The miRNA is hsa-miR-122-5p with sequence UGGAGUGUGACAAUGGUGUUUG. The protein sequence of the target gene is MASFPPRVNEKEIVRLRTIGELLAPAAPFDKKCGRENWTVAFAPDGSYFAWSQGHRTVKLVPWSQCLQNFLLHGTKNVTNSSSLRLPRQNSDGGQKNKPREHIIDCGDIVWSLAFGSSVPEKQSRCVNIEWHRFRFGQDQLLLATGLNNGRIKIWDVYTGKLLLNLVDHTEVVRDLTFAPDGSLILVSASRDKTLRVWDLKDDGNMMKVLRGHQNWVYSCAFSPDSSMLCSVGASKAVFLWNMDKYTMIRKLEGHHHDVVACDFSPDGALLATASYDTRVYIWDPHNGDILMEFGHLFPP.... Result: 1 (interaction).